Task: Binary classification across 12 toxicity assays.. Dataset: Tox21: 12 toxicity assays (nuclear receptors and stress response pathways) (1) The molecule is CC(C)(O)C(=O)Nc1ccc([N+](=O)[O-])c(C(F)(F)F)c1. It tested positive (active) for: NR-AR (Androgen Receptor agonist activity), SR-ARE (Antioxidant Response Element (oxidative stress)), and SR-MMP (Mitochondrial Membrane Potential disruption). (2) The drug is OCC=Cc1ccccc1. It tested positive (active) for: NR-ER (Estrogen Receptor agonist activity). (3) The molecule is O=C1CN(N=Cc2ccc(-c3ccc([N+](=O)[O-])cc3)o2)C(=O)[N-]1. It tested positive (active) for: NR-AhR (Aryl hydrocarbon Receptor agonist activity), and SR-MMP (Mitochondrial Membrane Potential disruption).